From a dataset of NCI-60 drug combinations with 297,098 pairs across 59 cell lines. Regression. Given two drug SMILES strings and cell line genomic features, predict the synergy score measuring deviation from expected non-interaction effect. Drug 1: C1CCC(C1)C(CC#N)N2C=C(C=N2)C3=C4C=CNC4=NC=N3. Drug 2: C1CCC(C(C1)N)N.C(=O)(C(=O)[O-])[O-].[Pt+4]. Cell line: OVCAR-4. Synergy scores: CSS=7.58, Synergy_ZIP=-1.11, Synergy_Bliss=-0.695, Synergy_Loewe=-35.0, Synergy_HSA=-0.912.